This data is from Peptide-MHC class I binding affinity with 185,985 pairs from IEDB/IMGT. The task is: Regression. Given a peptide amino acid sequence and an MHC pseudo amino acid sequence, predict their binding affinity value. This is MHC class I binding data. (1) The peptide sequence is VRSSPASFEK. The MHC is H-2-Kb with pseudo-sequence H-2-Kb. The binding affinity (normalized) is 0.176. (2) The peptide sequence is KTLDISSFY. The MHC is HLA-A31:01 with pseudo-sequence HLA-A31:01. The binding affinity (normalized) is 0.586. (3) The peptide sequence is SEMGANFRA. The MHC is HLA-B44:03 with pseudo-sequence HLA-B44:03. The binding affinity (normalized) is 0.640. (4) The peptide sequence is ITLWQRPLV. The MHC is HLA-B40:01 with pseudo-sequence HLA-B40:01. The binding affinity (normalized) is 0. (5) The peptide sequence is LSTYAVRITW. The MHC is Mamu-A02 with pseudo-sequence Mamu-A02. The binding affinity (normalized) is 0.388. (6) The peptide sequence is NVMDPMHGA. The MHC is HLA-B07:02 with pseudo-sequence HLA-B07:02. The binding affinity (normalized) is 0.213. (7) The peptide sequence is RSYLIRAL. The MHC is H-2-Kb with pseudo-sequence H-2-Kb. The binding affinity (normalized) is 0.657. (8) The peptide sequence is VTTIMFLAR. The MHC is HLA-A03:01 with pseudo-sequence HLA-A03:01. The binding affinity (normalized) is 0.464. (9) The peptide sequence is FKVAFSKHYK. The MHC is HLA-A33:01 with pseudo-sequence HLA-A33:01. The binding affinity (normalized) is 0.254.